The task is: Predict the reaction yield, written as a fraction of the theoretical maximum amount of product (1.0 means a 100% yield; for example, 0.34 means a 34% yield).. This data is from Reaction yield outcomes from USPTO patents with 853,638 reactions. (1) The reactants are [F:1][C:2]1[CH:7]=[C:6]([N+:8]([O-])=O)[CH:5]=[CH:4][C:3]=1[O:11][C:12]1[CH:17]=[CH:16][CH:15]=[CH:14][CH:13]=1.[H][H]. The catalyst is [Pd].CO. The product is [F:1][C:2]1[CH:7]=[C:6]([NH2:8])[CH:5]=[CH:4][C:3]=1[O:11][C:12]1[CH:17]=[CH:16][CH:15]=[CH:14][CH:13]=1. The yield is 0.950. (2) The reactants are C([O-])([O-])=O.[Cs+].[Cs+].[OH:7][C:8]1[C:13]2[S:14][CH:15]=[CH:16][C:12]=2[CH:11]=[C:10]([C:17]([O:19]CC)=O)[CH:9]=1.F[C:23]1[CH:28]=[CH:27][C:26]([S:29]([CH3:32])(=[O:31])=[O:30])=[CH:25][CH:24]=1.[CH3:33][N:34]1[CH:38]=[CH:37][C:36]([NH2:39])=[N:35]1.CN(C(ON1N=NC2C=CC=NC1=2)=[N+](C)C)C.F[P-](F)(F)(F)(F)F. The catalyst is CN(C=O)C. The product is [CH3:32][S:29]([C:26]1[CH:27]=[CH:28][C:23]([O:7][C:8]2[C:13]3[S:14][CH:15]=[CH:16][C:12]=3[CH:11]=[C:10]([C:17]([NH:39][C:36]3[CH:37]=[CH:38][N:34]([CH3:33])[N:35]=3)=[O:19])[CH:9]=2)=[CH:24][CH:25]=1)(=[O:31])=[O:30]. The yield is 0.0100. (3) The reactants are [N+:1]([C:4]1[CH:12]=[CH:11][CH:10]=[C:9]2[C:5]=1[CH2:6][N:7]([CH:14]([CH2:20][C:21](O)=O)[C@@H:15](C(=O)N)[NH2:16])[C:8]2=[O:13])([O-:3])=[O:2].S(Cl)(Cl)=O.[OH2:28].[C:29](=O)([O-])[O-:30].[Na+].[Na+]. The catalyst is CN(C)C=O.CO. The product is [N+:1]([C:4]1[CH:12]=[CH:11][CH:10]=[C:9]2[C:5]=1[CH2:6][N:7]([CH:14]1[CH2:20][CH2:21][C:29](=[O:30])[NH:16][C:15]1=[O:28])[C:8]2=[O:13])([O-:3])=[O:2]. The yield is 0.780. (4) The yield is 0.220. The product is [CH3:1][O:2][C:3]([C:5]1[N:6]=[CH:7][C:8]([N:11]2[CH2:16][CH2:15][N:14]([C:17]3[N:18]=[N:19][C:20]([O:33][C:27]4[CH:32]=[CH:31][CH:30]=[CH:29][CH:28]=4)=[C:21]([CH3:24])[C:22]=3[CH3:23])[CH2:13][C@H:12]2[CH3:26])=[N:9][CH:10]=1)=[O:4]. The reactants are [CH3:1][O:2][C:3]([C:5]1[N:6]=[CH:7][C:8]([N:11]2[CH2:16][CH2:15][N:14]([C:17]3[N:18]=[N:19][C:20](Cl)=[C:21]([CH3:24])[C:22]=3[CH3:23])[CH2:13][C@H:12]2[CH3:26])=[N:9][CH:10]=1)=[O:4].[C:27]1([OH:33])[CH:32]=[CH:31][CH:30]=[CH:29][CH:28]=1.P([O-])([O-])([O-])=O.[K+].[K+].[K+].CC(C1C=C(C(C)C)C(C2C=CC=CC=2P(C2CCCCC2)C2CCCCC2)=C(C(C)C)C=1)C. The catalyst is C1(C)C=CC=CC=1.C([O-])(=O)C.[Pd+2].C([O-])(=O)C. (5) The reactants are [CH3:1][N:2]1[CH:6]=[N:5][CH:4]=[N:3]1.C([Li])CCC.CCCCCC.Br[C:19]1[S:20][C:21]([C:25]2[N:29]3[N:30]=[C:31]([CH3:39])[CH:32]=[C:33]([CH:34]([CH2:37][CH3:38])[CH2:35][CH3:36])[C:28]3=[N:27][C:26]=2[CH3:40])=[C:22]([CH3:24])[N:23]=1. The catalyst is C1COCC1.[Cl-].[Zn+2].[Cl-].C1C=CC(P(C2C=CC=CC=2)[C-]2C=CC=C2)=CC=1.C1C=CC(P(C2C=CC=CC=2)[C-]2C=CC=C2)=CC=1.Cl[Pd]Cl.[Fe+2]. The product is [CH2:35]([CH:34]([C:33]1[C:28]2[N:29]([C:25]([C:21]3[S:20][C:19]([C:6]4[N:2]([CH3:1])[N:3]=[CH:4][N:5]=4)=[N:23][C:22]=3[CH3:24])=[C:26]([CH3:40])[N:27]=2)[N:30]=[C:31]([CH3:39])[CH:32]=1)[CH2:37][CH3:38])[CH3:36]. The yield is 0.220. (6) The reactants are [CH3:1][N:2]1[CH2:7][CH2:6][CH:5]([C:8]([OH:10])=O)[CH2:4][CH2:3]1.S(Cl)(Cl)=O.[CH3:15][Si](C=[N+]=[N-])(C)C.[BrH:22]. The catalyst is ClCCl.C(O)(=O)C. The product is [BrH:22].[Br:22][CH2:15][C:8]([CH:5]1[CH2:4][CH2:3][N:2]([CH3:1])[CH2:7][CH2:6]1)=[O:10]. The yield is 0.330.